This data is from Retrosynthesis with 50K atom-mapped reactions and 10 reaction types from USPTO. The task is: Predict the reactants needed to synthesize the given product. (1) Given the product CC(=O)Nc1ccc(C(C)=O)c2c1OCCO2, predict the reactants needed to synthesize it. The reactants are: CC(=O)OC(C)=O.CC(=O)c1ccc(N)c2c1OCCO2. (2) Given the product CCOC(=O)c1ccc(-c2c(OC)cccc2OC)c(-c2ccc(Cl)c(OC3CCN(C)C3)c2)n1, predict the reactants needed to synthesize it. The reactants are: CCOC(=O)c1ccc(-c2c(OC)cccc2OC)c(-c2ccc(Cl)c(O)c2)n1.CN1CCC(O)C1. (3) Given the product NCCc1cc(Cl)ccc1S(N)(=O)=O, predict the reactants needed to synthesize it. The reactants are: CC(=O)NCCc1cc(Cl)ccc1S(N)(=O)=O. (4) The reactants are: COc1cc(CC#N)ccc1C. Given the product COc1cc(CCN)ccc1C, predict the reactants needed to synthesize it.